The task is: Regression. Given a peptide amino acid sequence and an MHC pseudo amino acid sequence, predict their binding affinity value. This is MHC class I binding data.. This data is from Peptide-MHC class I binding affinity with 185,985 pairs from IEDB/IMGT. (1) The peptide sequence is GTTLPKGFY. The MHC is HLA-A29:02 with pseudo-sequence HLA-A29:02. The binding affinity (normalized) is 0.508. (2) The peptide sequence is VSYVVTYL. The MHC is H-2-Db with pseudo-sequence H-2-Db. The binding affinity (normalized) is 0.157. (3) The peptide sequence is AFYWHFIFR. The MHC is HLA-B27:03 with pseudo-sequence HLA-B27:03. The binding affinity (normalized) is 0.0847. (4) The peptide sequence is AVFIHNFKRK. The MHC is HLA-A02:01 with pseudo-sequence HLA-A02:01. The binding affinity (normalized) is 0.178.